This data is from NCI-60 drug combinations with 297,098 pairs across 59 cell lines. The task is: Regression. Given two drug SMILES strings and cell line genomic features, predict the synergy score measuring deviation from expected non-interaction effect. (1) Drug 1: CCC1=CC2CC(C3=C(CN(C2)C1)C4=CC=CC=C4N3)(C5=C(C=C6C(=C5)C78CCN9C7C(C=CC9)(C(C(C8N6C)(C(=O)OC)O)OC(=O)C)CC)OC)C(=O)OC.C(C(C(=O)O)O)(C(=O)O)O. Drug 2: COC1=C2C(=CC3=C1OC=C3)C=CC(=O)O2. Cell line: SN12C. Synergy scores: CSS=38.3, Synergy_ZIP=2.42, Synergy_Bliss=5.26, Synergy_Loewe=-33.8, Synergy_HSA=3.09. (2) Drug 1: COC1=C2C(=CC3=C1OC=C3)C=CC(=O)O2. Drug 2: CC12CCC3C(C1CCC2OP(=O)(O)O)CCC4=C3C=CC(=C4)OC(=O)N(CCCl)CCCl.[Na+]. Cell line: LOX IMVI. Synergy scores: CSS=9.94, Synergy_ZIP=-7.40, Synergy_Bliss=-13.0, Synergy_Loewe=-14.3, Synergy_HSA=-13.4. (3) Synergy scores: CSS=-3.52, Synergy_ZIP=0.547, Synergy_Bliss=-2.27, Synergy_Loewe=-2.39, Synergy_HSA=-3.46. Cell line: 786-0. Drug 2: C(CN)CNCCSP(=O)(O)O. Drug 1: CCC1(CC2CC(C3=C(CCN(C2)C1)C4=CC=CC=C4N3)(C5=C(C=C6C(=C5)C78CCN9C7C(C=CC9)(C(C(C8N6C)(C(=O)OC)O)OC(=O)C)CC)OC)C(=O)OC)O.OS(=O)(=O)O. (4) Drug 1: C1CC(=O)NC(=O)C1N2CC3=C(C2=O)C=CC=C3N. Drug 2: CC1CCCC2(C(O2)CC(NC(=O)CC(C(C(=O)C(C1O)C)(C)C)O)C(=CC3=CSC(=N3)C)C)C. Cell line: SN12C. Synergy scores: CSS=4.54, Synergy_ZIP=-4.35, Synergy_Bliss=-3.61, Synergy_Loewe=-1.30, Synergy_HSA=-1.30. (5) Cell line: HS 578T. Synergy scores: CSS=28.0, Synergy_ZIP=-1.13, Synergy_Bliss=-2.70, Synergy_Loewe=-12.5, Synergy_HSA=-2.10. Drug 2: B(C(CC(C)C)NC(=O)C(CC1=CC=CC=C1)NC(=O)C2=NC=CN=C2)(O)O. Drug 1: C1C(C(OC1N2C=C(C(=O)NC2=O)F)CO)O. (6) Drug 1: CN(C)C1=NC(=NC(=N1)N(C)C)N(C)C. Drug 2: C(CN)CNCCSP(=O)(O)O. Cell line: UO-31. Synergy scores: CSS=-4.61, Synergy_ZIP=0.739, Synergy_Bliss=-2.57, Synergy_Loewe=-6.01, Synergy_HSA=-5.10.